From a dataset of Forward reaction prediction with 1.9M reactions from USPTO patents (1976-2016). Predict the product of the given reaction. (1) Given the reactants F[C:2]1[CH:3]=[C:4]([OH:11])[CH:5]=[CH:6][C:7]=1[N+:8]([O-:10])=[O:9].[CH:12]1[C:21]2[C:16](=[CH:17][CH:18]=[CH:19][CH:20]=2)[CH:15]=[CH:14][C:13]=1[NH2:22], predict the reaction product. The product is: [CH:12]1[C:21]2[C:16](=[CH:17][CH:18]=[CH:19][CH:20]=2)[CH:15]=[CH:14][C:13]=1[NH:22][C:2]1[CH:3]=[C:4]([OH:11])[CH:5]=[CH:6][C:7]=1[N+:8]([O-:10])=[O:9]. (2) Given the reactants [Cl:1][C:2]1[C:14]2[C:13]3[C:8](=[CH:9][CH:10]=[CH:11][CH:12]=3)[C:7]([C:20]([F:23])([F:22])[F:21])([O:15]CC(O)=O)[C:6]=2[CH:5]=[C:4]([F:24])[CH:3]=1.C(N(C(C)C)C(C)C)C.C1(P(N=[N+]=[N-])(C2C=CC=CC=2)=O)C=CC=CC=1.Cl, predict the reaction product. The product is: [Cl:1][C:2]1[C:14]2[C:13]3[C:8](=[CH:9][CH:10]=[CH:11][CH:12]=3)[C:7]([C:20]([F:21])([F:22])[F:23])([OH:15])[C:6]=2[CH:5]=[C:4]([F:24])[CH:3]=1. (3) Given the reactants [H-].[Na+].[CH2:3]([OH:10])[C:4]1[CH:9]=[CH:8][CH:7]=[CH:6][CH:5]=1.Cl.Cl[C:13]1[CH:18]=[CH:17][N:16]=[CH:15][CH:14]=1.O, predict the reaction product. The product is: [CH2:3]([O:10][C:13]1[CH:18]=[CH:17][N:16]=[CH:15][CH:14]=1)[C:4]1[CH:9]=[CH:8][CH:7]=[CH:6][CH:5]=1. (4) Given the reactants [OH:1][C:2]1[CH:7]=[CH:6][C:5]([C:8]2[CH:13]=[CH:12][C:11]([S:14]([NH:17][CH:18]([CH:22]([CH3:24])[CH3:23])[C:19]([OH:21])=[O:20])(=[O:16])=[O:15])=[CH:10][CH:9]=2)=[CH:4][CH:3]=1.C(OCC)C.[N-:30]=[C:31]=[O:32].[O:33]1[C:37]2[CH:38]=[CH:39][CH:40]=[CH:41][C:36]=2[CH:35]=[CH:34]1.C(N(CC)CC)C, predict the reaction product. The product is: [O:33]1[C:37]2[CH:38]=[CH:39][CH:40]=[CH:41][C:36]=2[CH:35]=[C:34]1[NH:30][C:31]([O:1][C:2]1[CH:7]=[CH:6][C:5]([C:8]2[CH:9]=[CH:10][C:11]([S:14]([NH:17][C@@H:18]([C:19]([OH:21])=[O:20])[CH:22]([CH3:24])[CH3:23])(=[O:16])=[O:15])=[CH:12][CH:13]=2)=[CH:4][CH:3]=1)=[O:32]. (5) Given the reactants [C:1]([C:4]1[C:13]2[C:8](=[CH:9][CH:10]=[CH:11][CH:12]=2)[C:7]([C:14]([O:16][CH3:17])=[O:15])=[CH:6][CH:5]=1)(=[O:3])[CH3:2].[F:18][C:19]([F:37])([F:36])[C:20]1[CH:21]=[C:22]([C:30](=O)[C:31]([F:34])([F:33])[F:32])[CH:23]=[C:24]([C:26]([F:29])([F:28])[F:27])[CH:25]=1.[OH-].[Ca+2].[OH-].CN(C)C=O, predict the reaction product. The product is: [F:18][C:19]([F:36])([F:37])[C:20]1[CH:21]=[C:22]([C:30]([C:31]([F:34])([F:33])[F:32])=[CH:2][C:1]([C:4]2[C:13]3[C:8](=[CH:9][CH:10]=[CH:11][CH:12]=3)[C:7]([C:14]([O:16][CH3:17])=[O:15])=[CH:6][CH:5]=2)=[O:3])[CH:23]=[C:24]([C:26]([F:27])([F:28])[F:29])[CH:25]=1. (6) Given the reactants C[Si]([N-][Si](C)(C)C)(C)C.[Na+].[C:11]([O:15][C:16]([NH:18][C@@H:19]1[CH2:27][C:26]2[C:21](=[CH:22][CH:23]=[CH:24][CH:25]=2)[C@H:20]1[CH:28]([C:33](OC)=O)[C:29]([O:31][CH3:32])=[O:30])=[O:17])([CH3:14])([CH3:13])[CH3:12].[CH:37]1(CBr)[CH2:39][CH2:38]1.[I-].[K+], predict the reaction product. The product is: [CH3:32][O:31][C:29](=[O:30])[CH3:28].[CH3:32][O:31][C:29](=[O:30])[CH:28]([C@@H:20]1[C:21]2[C:26](=[CH:25][CH:24]=[CH:23][CH:22]=2)[CH2:27][C@H:19]1[NH:18][C:16]([O:15][C:11]([CH3:13])([CH3:14])[CH3:12])=[O:17])[CH2:33][CH:37]1[CH2:39][CH2:38]1. (7) Given the reactants [F:1][C:2]1[CH:3]=[C:4]([C:12]2[CH2:16][CH:15]([CH2:17][NH:18][C:19](=[O:21])[CH3:20])[O:14][N:13]=2)[CH:5]=[CH:6][C:7]=1[Sn](C)(C)C.[OH:22][CH2:23][C@H:24]1[O:28][C:27](=[O:29])[N:26]([C:30]2[CH:35]=[CH:34][C:33](I)=[CH:32][CH:31]=2)[CH2:25]1, predict the reaction product. The product is: [F:1][C:2]1[CH:3]=[C:4]([C:12]2[CH2:16][CH:15]([CH2:17][NH:18][C:19](=[O:21])[CH3:20])[O:14][N:13]=2)[CH:5]=[CH:6][C:7]=1[C:33]1[CH:32]=[CH:31][C:30]([N:26]2[CH2:25][C@H:24]([CH2:23][OH:22])[O:28][C:27]2=[O:29])=[CH:35][CH:34]=1.